From a dataset of Forward reaction prediction with 1.9M reactions from USPTO patents (1976-2016). Predict the product of the given reaction. (1) Given the reactants [C:1]1(B(O)O)[CH:6]=[CH:5][CH:4]=[CH:3][CH:2]=1.[F-].[K+].Cl[C:13]1[CH:14]=[C:15]2[C:20](=[C:21]([N+:23]([O-:25])=[O:24])[CH:22]=1)[N:19]=[CH:18][CH:17]=[CH:16]2, predict the reaction product. The product is: [N+:23]([C:21]1[CH:22]=[C:13]([C:1]2[CH:6]=[CH:5][CH:4]=[CH:3][CH:2]=2)[CH:14]=[C:15]2[C:20]=1[N:19]=[CH:18][CH:17]=[CH:16]2)([O-:25])=[O:24]. (2) Given the reactants C1(C(C2C=CC=CC=2)([PH:15]([O-])([O-:17])[O-:16])C(CC)CCCC)C=CC=CC=1.[OH:25][C:26]1[CH:31]=[CH:30][C:29]([C:32]([C:35]2[CH:40]=[CH:39][C:38]([OH:41])=[CH:37][CH:36]=2)([CH3:34])[CH3:33])=[CH:28][CH:27]=1.[Na], predict the reaction product. The product is: [C:32]([C:29]1[CH:28]=[CH:27][C:26]([OH:25])=[CH:31][CH:30]=1)([C:35]1[CH:36]=[CH:37][C:38]([OH:41])=[CH:39][CH:40]=1)([CH3:34])[CH3:33].[CH2:26]([O:25][P:15]([O-:17])[O-:16])[CH2:27][CH2:28][CH2:29][CH2:32][CH2:35][CH2:36][CH3:37].